Dataset: Reaction yield outcomes from USPTO patents with 853,638 reactions. Task: Predict the reaction yield, written as a fraction of the theoretical maximum amount of product (1.0 means a 100% yield; for example, 0.34 means a 34% yield). (1) The reactants are [CH:1]1([CH2:6][CH:7]([C:11]2[CH:16]=[CH:15][C:14]([C:17]#[C:18][CH2:19][OH:20])=[CH:13][CH:12]=2)[C:8]([OH:10])=O)[CH2:5][CH2:4][CH2:3][CH2:2]1.C(Cl)(=O)C(Cl)=O.[NH2:27][C:28]1[S:29][CH:30]=[CH:31][N:32]=1.C(N(CC)C(C)C)(C)C. The yield is 0.720. The product is [CH:1]1([CH2:6][CH:7]([C:11]2[CH:16]=[CH:15][C:14]([C:17]#[C:18][CH2:19][OH:20])=[CH:13][CH:12]=2)[C:8]([NH:27][C:28]2[S:29][CH:30]=[CH:31][N:32]=2)=[O:10])[CH2:2][CH2:3][CH2:4][CH2:5]1. The catalyst is C(Cl)Cl.CN(C)C=O. (2) The catalyst is CCCCCC.C(OCC)(=O)C.CN(C)C=O. The yield is 0.900. The product is [CH2:29]([S:36][C:37]1([CH2:43][NH:44][C:26]([C:10]2[NH:11][C:12]3[C:8]([CH:9]=2)=[CH:7][C:6]([O:5][CH2:4][CH2:3][O:2][CH3:1])=[CH:14][C:13]=3[N:15]([CH3:25])[S:16]([C:19]2[CH:24]=[CH:23][CH:22]=[CH:21][N:20]=2)(=[O:17])=[O:18])=[O:28])[CH2:42][CH2:41][O:40][CH2:39][CH2:38]1)[C:30]1[CH:31]=[CH:32][CH:33]=[CH:34][CH:35]=1. The reactants are [CH3:1][O:2][CH2:3][CH2:4][O:5][C:6]1[CH:7]=[C:8]2[C:12](=[C:13]([N:15]([CH3:25])[S:16]([C:19]3[CH:24]=[CH:23][CH:22]=[CH:21][N:20]=3)(=[O:18])=[O:17])[CH:14]=1)[NH:11][C:10]([C:26]([OH:28])=O)=[CH:9]2.[CH2:29]([S:36][C:37]1([CH2:43][NH2:44])[CH2:42][CH2:41][O:40][CH2:39][CH2:38]1)[C:30]1[CH:35]=[CH:34][CH:33]=[CH:32][CH:31]=1.N1(O)C2C=CC=CC=2N=N1.Cl.CN(C)CCCN=C=NCC.